From a dataset of Full USPTO retrosynthesis dataset with 1.9M reactions from patents (1976-2016). Predict the reactants needed to synthesize the given product. The reactants are: [CH3:1][O:2][C:3]1[CH:4]=[C:5]2[C:10](=[CH:11][C:12]=1[O:13][CH3:14])[N:9]=[CH:8][N:7]=[C:6]2[O:15][C:16]1[CH:22]=[CH:21][C:19]([NH2:20])=[CH:18][CH:17]=1.C1(C)C=CC=CC=1.C(N(CC)CC)C.Cl[C:38](Cl)([O:40][C:41](=[O:47])OC(Cl)(Cl)Cl)Cl.[N:49]1[CH:54]=[CH:53][CH:52]=[CH:51][C:50]=1[S:55][CH2:56][CH2:57]CO. Given the product [CH3:1][O:2][C:3]1[CH:4]=[C:5]2[C:10](=[CH:11][C:12]=1[O:13][CH3:14])[N:9]=[CH:8][N:7]=[C:6]2[O:15][C:16]1[CH:22]=[CH:21][C:19]([NH:20][C:41](=[O:47])[O:40][CH2:38][CH2:57][CH2:56][S:55][C:50]2[CH:51]=[CH:52][CH:53]=[CH:54][N:49]=2)=[CH:18][CH:17]=1, predict the reactants needed to synthesize it.